Predict the reactants needed to synthesize the given product. From a dataset of Full USPTO retrosynthesis dataset with 1.9M reactions from patents (1976-2016). (1) Given the product [CH2:19]([O:18][C:16](=[O:17])[CH2:15][N:2]1[CH2:3][CH2:4][C:5]2[C:10](=[CH:9][CH:8]=[CH:7][CH:6]=2)[C:1]1=[O:11])[CH3:20], predict the reactants needed to synthesize it. The reactants are: [C:1]1(=[O:11])[C:10]2[C:5](=[CH:6][CH:7]=[CH:8][CH:9]=2)[CH2:4][CH2:3][NH:2]1.[H-].[Na+].I[CH2:15][C:16]([O:18][CH2:19][CH3:20])=[O:17]. (2) Given the product [CH3:22][C:21]([CH3:24])([CH3:23])[C:20]([NH:1][C:2]1[CH:10]=[C:9]([O:11][CH3:12])[CH:8]=[CH:7][C:3]=1[C:4]([OH:6])=[O:5])=[O:25], predict the reactants needed to synthesize it. The reactants are: [NH2:1][C:2]1[CH:10]=[C:9]([O:11][CH3:12])[CH:8]=[CH:7][C:3]=1[C:4]([OH:6])=[O:5].C(N(CC)CC)C.[C:20](Cl)(=[O:25])[C:21]([CH3:24])([CH3:23])[CH3:22].O. (3) Given the product [CH3:32][O:10][C:8](=[O:9])[C:7]1[CH:6]=[C:5]([OH:4])[C:13]([CH2:14]/[CH:15]=[CH:16]/[C:17]2[CH:22]=[CH:21][CH:20]=[CH:19][CH:18]=2)=[C:12]([OH:23])[CH:11]=1, predict the reactants needed to synthesize it. The reactants are: COC[O:4][C:5]1[CH:6]=[C:7]([CH:11]=[C:12]([O:23]COC)[C:13]=1[CH2:14]/[CH:15]=[CH:16]/[C:17]1[CH:22]=[CH:21][CH:20]=[CH:19][CH:18]=1)[C:8]([OH:10])=[O:9].OS(O)(=O)=O.[CH3:32]O. (4) Given the product [C:1]([CH:3]1[CH2:6][N:5]([C:7](=[O:33])[C@H:8]([NH:12][C:13]([C:15]2[C:23]3[C:18](=[N:19][CH:20]=[C:21]([Br:24])[N:22]=3)[NH:17][CH:16]=2)=[O:14])[CH:9]2[CH2:11][CH2:10]2)[CH2:4]1)#[N:2], predict the reactants needed to synthesize it. The reactants are: [C:1]([CH:3]1[CH2:6][N:5]([C:7](=[O:33])[C@H:8]([NH:12][C:13]([C:15]2[C:23]3[C:18](=[N:19][CH:20]=[C:21]([Br:24])[N:22]=3)[N:17](COCC[Si](C)(C)C)[CH:16]=2)=[O:14])[CH:9]2[CH2:11][CH2:10]2)[CH2:4]1)#[N:2].C(O)(C(F)(F)F)=O.